This data is from TCR-epitope binding with 47,182 pairs between 192 epitopes and 23,139 TCRs. The task is: Binary Classification. Given a T-cell receptor sequence (or CDR3 region) and an epitope sequence, predict whether binding occurs between them. (1) The epitope is YLQPRTFLL. The TCR CDR3 sequence is CASSHTNTGELFF. Result: 1 (the TCR binds to the epitope). (2) The epitope is KLSYGIATV. The TCR CDR3 sequence is CASSQEWGYEQYF. Result: 1 (the TCR binds to the epitope). (3) The epitope is VTEHDTLLY. The TCR CDR3 sequence is CASSLGGSGYEQYF. Result: 1 (the TCR binds to the epitope). (4) The epitope is LPPAYTNSF. The TCR CDR3 sequence is CASRDRSSYEQYF. Result: 0 (the TCR does not bind to the epitope). (5) The epitope is ELAGIGILTV. The TCR CDR3 sequence is CASRRDRGLEVSDTQYF. Result: 1 (the TCR binds to the epitope). (6) The epitope is AVFDRKSDAK. Result: 1 (the TCR binds to the epitope). The TCR CDR3 sequence is CASSQGQGNTEAFF. (7) The epitope is LLSAGIFGA. The TCR CDR3 sequence is CSVESKINYGYTF. Result: 0 (the TCR does not bind to the epitope).